From a dataset of Full USPTO retrosynthesis dataset with 1.9M reactions from patents (1976-2016). Predict the reactants needed to synthesize the given product. Given the product [CH2:22]([O:29][C:30]([N:32]1[C:41]2[C:36](=[CH:37][CH:38]=[CH:39][CH:40]=2)[C@@H:35]([OH:42])[CH2:34][CH2:33]1)=[O:31])[C:23]1[CH:28]=[CH:27][CH:26]=[CH:25][CH:24]=1, predict the reactants needed to synthesize it. The reactants are: B1(C)OC(C2C=CC=CC=2)(C2C=CC=CC=2)[C@@H]2N1CCC2.[CH2:22]([O:29][C:30]([N:32]1[C:41]2[C:36](=[CH:37][CH:38]=[CH:39][CH:40]=2)[C:35](=[O:42])[CH2:34][CH2:33]1)=[O:31])[C:23]1[CH:28]=[CH:27][CH:26]=[CH:25][CH:24]=1.CO.